Predict the product of the given reaction. From a dataset of Forward reaction prediction with 1.9M reactions from USPTO patents (1976-2016). (1) The product is: [F:22][C:21]([F:23])([F:24])[C@@:17]([O:16][CH3:15])([C:25]1[CH:30]=[CH:29][CH:28]=[CH:27][CH:26]=1)[C:18]([O:13][C@H:8]([C:5]1[CH:6]=[CH:7][C:2]([Cl:1])=[CH:3][C:4]=1[I:14])[C:9]([F:12])([F:11])[F:10])=[O:19]. Given the reactants [Cl:1][C:2]1[CH:7]=[CH:6][C:5]([C@@H:8]([OH:13])[C:9]([F:12])([F:11])[F:10])=[C:4]([I:14])[CH:3]=1.[CH3:15][O:16][C@:17]([C:25]1[CH:30]=[CH:29][CH:28]=[CH:27][CH:26]=1)([C:21]([F:24])([F:23])[F:22])[C:18](Cl)=[O:19], predict the reaction product. (2) Given the reactants Cl[C:2]1[CH:3]=[C:4]([CH:9]=[CH:10][N:11]=1)[C:5]([O:7][CH3:8])=[O:6].[Br-].[F:13][C:14]([F:25])([F:24])[O:15][C:16]1[CH:23]=[CH:22][C:19]([CH2:20][Zn+])=[CH:18][CH:17]=1.Cl, predict the reaction product. The product is: [F:13][C:14]([F:24])([F:25])[O:15][C:16]1[CH:23]=[CH:22][C:19]([CH2:20][C:2]2[CH:3]=[C:4]([CH:9]=[CH:10][N:11]=2)[C:5]([O:7][CH3:8])=[O:6])=[CH:18][CH:17]=1. (3) Given the reactants [NH2:1][CH2:2][C:3]1[NH:4][C:5](=[O:13])[C:6]2[C:7]([N:12]=1)=[N:8][CH:9]=[N:10][CH:11]=2.CCN(C(C)C)C(C)C.[C:23]1([CH2:29][CH2:30][C:31](Cl)=[O:32])[CH:28]=[CH:27][CH:26]=[CH:25][CH:24]=1, predict the reaction product. The product is: [O:13]=[C:5]1[C:6]2[C:7](=[N:8][CH:9]=[N:10][CH:11]=2)[N:12]=[C:3]([CH2:2][NH:1][C:31](=[O:32])[CH2:30][CH2:29][C:23]2[CH:28]=[CH:27][CH:26]=[CH:25][CH:24]=2)[NH:4]1. (4) Given the reactants [CH3:1][N:2]([CH3:24])[C:3]1[N:8]=[CH:7][C:6]([C:9]2[CH:14]=[CH:13][N:12]=[C:11]([NH:15][C:16]3[CH:17]=[C:18]([NH2:23])[CH:19]=[CH:20][C:21]=3[CH3:22])[N:10]=2)=[CH:5][CH:4]=1.[F:25][C:26]([F:37])([F:36])[C:27]1[CH:28]=[C:29]([CH:33]=[CH:34][CH:35]=1)[C:30](O)=[O:31].F[P-](F)(F)(F)(F)F.N1(O[P+](N(C)C)(N(C)C)N(C)C)C2C=CC=CC=2N=N1.CCN(C(C)C)C(C)C, predict the reaction product. The product is: [CH3:24][N:2]([CH3:1])[C:3]1[N:8]=[CH:7][C:6]([C:9]2[CH:14]=[CH:13][N:12]=[C:11]([NH:15][C:16]3[CH:17]=[C:18]([NH:23][C:30](=[O:31])[C:29]4[CH:33]=[CH:34][CH:35]=[C:27]([C:26]([F:25])([F:36])[F:37])[CH:28]=4)[CH:19]=[CH:20][C:21]=3[CH3:22])[N:10]=2)=[CH:5][CH:4]=1. (5) Given the reactants [CH3:1][CH:2]1[C:6]2[CH:7]=[CH:8][C:9]([C:11]([OH:13])=O)=[CH:10][C:5]=2[O:4][CH2:3]1.F[P-](F)(F)(F)(F)F.N1(OC(N(C)C)=[N+](C)C)C2N=CC=CC=2N=N1.C(N(CC)CC)C.[NH2:45][CH2:46][C:47]1[C:48]([OH:55])=[N:49][C:50]([CH3:54])=[CH:51][C:52]=1[CH3:53], predict the reaction product. The product is: [OH:55][C:48]1[C:47]([CH2:46][NH:45][C:11]([C:9]2[CH:8]=[CH:7][C:6]3[CH:2]([CH3:1])[CH2:3][O:4][C:5]=3[CH:10]=2)=[O:13])=[C:52]([CH3:53])[CH:51]=[C:50]([CH3:54])[N:49]=1. (6) Given the reactants C1N(CCS(O)(=O)=O)CCOC1.[OH-].[K+].[P:15]([O-:28])([O-:27])([O:17][C:18]1[CH:23]=[CH:22][C:21]([N+:24]([O-:26])=[O:25])=[CH:20][CH:19]=1)=[O:16].[OH-].[K+], predict the reaction product. The product is: [P:15]([O:17][C:18]1[CH:19]=[CH:20][C:21]([N+:24]([O-:26])=[O:25])=[CH:22][CH:23]=1)([OH:28])([OH:27])=[O:16]. (7) Given the reactants [CH:1]([C:3]1[CH:32]=[CH:31][C:6]([C:7]([NH:9][CH2:10][C:11](=[O:30])[N:12]2[CH2:17][CH2:16][N:15]([C:18](=[O:29])[C:19]3[CH:24]=[CH:23][CH:22]=[CH:21][C:20]=3[C:25]([F:28])([F:27])[F:26])[CH2:14][CH2:13]2)=[O:8])=[CH:5][CH:4]=1)=[O:2].S(=O)(=O)([OH:35])N.Cl([O-])=O.[Na+], predict the reaction product. The product is: [O:30]=[C:11]([N:12]1[CH2:13][CH2:14][N:15]([C:18](=[O:29])[C:19]2[CH:24]=[CH:23][CH:22]=[CH:21][C:20]=2[C:25]([F:28])([F:27])[F:26])[CH2:16][CH2:17]1)[CH2:10][NH:9][C:7](=[O:8])[C:6]1[CH:31]=[CH:32][C:3]([C:1]([OH:35])=[O:2])=[CH:4][CH:5]=1. (8) Given the reactants [OH:1][C@@H:2]1[C@@H:7]([OH:8])[C@H:6]([OH:9])[C@@H:5]([CH2:10][OH:11])[O:4][C:3]1=[O:12].CN1CCOCC1.[CH3:20][Si:21]([CH3:24])([CH3:23])Cl.C1(C)C=CC=CC=1, predict the reaction product. The product is: [CH3:20][Si:21]([CH3:24])([CH3:23])[O:1][C@@H:2]1[C@@H:7]([O:8][Si:21]([CH3:24])([CH3:23])[CH3:20])[C@H:6]([O:9][Si:21]([CH3:24])([CH3:23])[CH3:20])[C@@H:5]([CH2:10][O:11][Si:21]([CH3:24])([CH3:23])[CH3:20])[O:4][C:3]1=[O:12].